Predict the reactants needed to synthesize the given product. From a dataset of Full USPTO retrosynthesis dataset with 1.9M reactions from patents (1976-2016). (1) The reactants are: [CH2:1]([O:3][C:4]([C:6]1[NH:7][C:8]2[C:13]([CH:14]=1)=[CH:12][CH:11]=[C:10]([O:15][CH2:16][C:17]1[CH:22]=[CH:21][CH:20]=[CH:19][CH:18]=1)[CH:9]=2)=[O:5])[CH3:2].[H-].[Na+].[CH3:25][O:26][CH2:27]Cl.O. Given the product [CH2:1]([O:3][C:4]([C:6]1[N:7]([CH2:25][O:26][CH3:27])[C:8]2[C:13]([CH:14]=1)=[CH:12][CH:11]=[C:10]([O:15][CH2:16][C:17]1[CH:22]=[CH:21][CH:20]=[CH:19][CH:18]=1)[CH:9]=2)=[O:5])[CH3:2], predict the reactants needed to synthesize it. (2) Given the product [CH3:1][N:2]([CH2:15][CH2:16][N:17]1[CH2:22][CH2:21][O:20][CH2:19][CH2:18]1)[C:3]([C:5]1[S:13][C:12]2[C:7](=[N:8][CH:9]=[CH:10][C:11]=2[NH:33][C:29]2[CH:30]=[C:31]3[C:26](=[CH:27][CH:28]=2)[NH:25][C:24]([CH3:23])=[CH:32]3)[CH:6]=1)=[O:4], predict the reactants needed to synthesize it. The reactants are: [CH3:1][N:2]([CH2:15][CH2:16][N:17]1[CH2:22][CH2:21][O:20][CH2:19][CH2:18]1)[C:3]([C:5]1[S:13][C:12]2[C:7](=[N:8][CH:9]=[CH:10][C:11]=2Cl)[CH:6]=1)=[O:4].[CH3:23][C:24]1[NH:25][C:26]2[C:31]([CH:32]=1)=[CH:30][C:29]([NH2:33])=[CH:28][CH:27]=2.